From a dataset of Catalyst prediction with 721,799 reactions and 888 catalyst types from USPTO. Predict which catalyst facilitates the given reaction. Reactant: [CH2:1]([O:8][C:9]1[C:14](=[O:15])[N:13]=[C:12]([CH2:16][C:17]2[CH:22]=[CH:21][C:20]([Cl:23])=[CH:19][C:18]=2Br)[N:11]2[CH2:25][CH2:26][N:27]([CH:30]([CH3:32])[CH3:31])[C:28](=[O:29])[C:10]=12)[C:2]1[CH:7]=[CH:6][CH:5]=[CH:4][CH:3]=1.[N:33]1[CH:38]=[CH:37][CH:36]=[C:35](B(O)O)[CH:34]=1.C(=O)([O-])[O-].[K+].[K+].C1(P(C2CCCCC2)C2C=CC=CC=2C2C(OC)=CC=CC=2OC)CCCCC1. Product: [CH2:1]([O:8][C:9]1[C:14](=[O:15])[N:13]=[C:12]([CH2:16][C:17]2[CH:22]=[CH:21][C:20]([Cl:23])=[CH:19][C:18]=2[C:35]2[CH:34]=[N:33][CH:38]=[CH:37][CH:36]=2)[N:11]2[CH2:25][CH2:26][N:27]([CH:30]([CH3:32])[CH3:31])[C:28](=[O:29])[C:10]=12)[C:2]1[CH:7]=[CH:6][CH:5]=[CH:4][CH:3]=1. The catalyst class is: 12.